From a dataset of HIV replication inhibition screening data with 41,000+ compounds from the AIDS Antiviral Screen. Binary Classification. Given a drug SMILES string, predict its activity (active/inactive) in a high-throughput screening assay against a specified biological target. (1) The drug is CC1CCC2(CO)C(CO)=CCCC2C1(C)CCC(=CCO)CO. The result is 0 (inactive). (2) The drug is CC(=O)Nc1ccc(-c2nnc(SCC(=O)Nc3ccc(Cl)cc3)o2)cc1. The result is 0 (inactive).